From a dataset of Catalyst prediction with 721,799 reactions and 888 catalyst types from USPTO. Predict which catalyst facilitates the given reaction. (1) Reactant: [CH3:1][O:2][C:3]1[CH:8]=[CH:7][N:6]=[C:5](OS(C(F)(F)F)(=O)=O)[CH:4]=1.[CH3:17][NH:18][CH3:19].CCOC(C)=O. Product: [CH3:1][O:2][C:3]1[CH:8]=[CH:7][N:6]=[C:5]([N:18]([CH3:19])[CH3:17])[CH:4]=1. The catalyst class is: 16. (2) The catalyst class is: 4. Reactant: [Br:1][C:2]1[CH:7]=[C:6]([O:8][C:9]2[CH:14]=[CH:13][C:12]([S:15]([CH3:18])(=[O:17])=[O:16])=[CH:11][CH:10]=2)[CH:5]=[C:4]([O:19]C)[CH:3]=1.B(Br)(Br)Br.C(=O)([O-])O.[Na+]. Product: [Br:1][C:2]1[CH:3]=[C:4]([OH:19])[CH:5]=[C:6]([O:8][C:9]2[CH:10]=[CH:11][C:12]([S:15]([CH3:18])(=[O:16])=[O:17])=[CH:13][CH:14]=2)[CH:7]=1. (3) Product: [CH3:11][O:10][C:9](=[O:12])[O-:14].[CH2:1]([N+:3]1[CH:7]=[CH:6][N:5]([CH3:15])[C:4]=1[CH3:8])[CH3:2]. Reactant: [CH2:1]([N:3]1[CH:7]=[CH:6][N:5]=[C:4]1[CH3:8])[CH3:2].[C:9](=[O:14])([O:12]C)[O:10][CH3:11].[C:15](=O)=O. The catalyst class is: 5. (4) Product: [Cl:1][C:2]1[N:3]=[C:4]([N:14]2[CH2:19][CH2:18][O:17][CH2:16][CH2:15]2)[C:5]2[S:10][C:9]([CH:11]([O:13][S:28]([CH3:27])(=[O:30])=[O:29])[CH3:12])=[CH:8][C:6]=2[N:7]=1. Reactant: [Cl:1][C:2]1[N:3]=[C:4]([N:14]2[CH2:19][CH2:18][O:17][CH2:16][CH2:15]2)[C:5]2[S:10][C:9]([CH:11]([OH:13])[CH3:12])=[CH:8][C:6]=2[N:7]=1.C(N(CC)CC)C.[CH3:27][S:28](Cl)(=[O:30])=[O:29]. The catalyst class is: 4. (5) Reactant: [Cl:1][C:2]1[N:3]=[C:4]2[C:9](=[CH:10][CH:11]=1)[N:8]=[CH:7][C:6]([CH2:12][OH:13])=[C:5]2[NH:14][CH:15]1[CH2:20][CH2:19][N:18]([C:21]([O:23][C:24]([CH3:27])([CH3:26])[CH3:25])=[O:22])[CH2:17][CH2:16]1. Product: [Cl:1][C:2]1[N:3]=[C:4]2[C:9](=[CH:10][CH:11]=1)[N:8]=[CH:7][C:6]([CH:12]=[O:13])=[C:5]2[NH:14][CH:15]1[CH2:16][CH2:17][N:18]([C:21]([O:23][C:24]([CH3:27])([CH3:26])[CH3:25])=[O:22])[CH2:19][CH2:20]1. The catalyst class is: 327. (6) Reactant: P(Cl)(Cl)(Cl)=O.CN(C)[CH:8]=[O:9].[OH:11][C@@H:12]([CH2:25][N:26]1[CH2:31][CH2:30][O:29][CH2:28][CH2:27]1)[CH2:13][N:14]1[CH2:19][CH2:18][C:17]2[NH:20][CH:21]=[C:22]([CH3:23])[C:16]=2[C:15]1=[O:24]. Product: [OH:11][C@@H:12]([CH2:25][N:26]1[CH2:31][CH2:30][O:29][CH2:28][CH2:27]1)[CH2:13][N:14]1[CH2:19][CH2:18][C:17]2[NH:20][C:21]([CH:8]=[O:9])=[C:22]([CH3:23])[C:16]=2[C:15]1=[O:24]. The catalyst class is: 4.